The task is: Regression. Given a peptide amino acid sequence and an MHC pseudo amino acid sequence, predict their binding affinity value. This is MHC class I binding data.. This data is from Peptide-MHC class I binding affinity with 185,985 pairs from IEDB/IMGT. (1) The peptide sequence is EVLMSPCRM. The MHC is HLA-A02:02 with pseudo-sequence HLA-A02:02. The binding affinity (normalized) is 0.184. (2) The peptide sequence is YERGNIIIF. The MHC is HLA-B15:09 with pseudo-sequence HLA-B15:09. The binding affinity (normalized) is 0.0847. (3) The peptide sequence is YPDLNFDNTY. The MHC is HLA-B07:02 with pseudo-sequence HLA-B07:02. The binding affinity (normalized) is 0. (4) The peptide sequence is ALLNIKVKL. The MHC is BoLA-HD6 with pseudo-sequence BoLA-HD6. The binding affinity (normalized) is 0.454. (5) The peptide sequence is VEIPNRIVF. The MHC is HLA-B08:01 with pseudo-sequence HLA-B08:01. The binding affinity (normalized) is 0.0847. (6) The peptide sequence is GILGFVFTLT. The MHC is HLA-A68:02 with pseudo-sequence HLA-A68:02. The binding affinity (normalized) is 0.391.